Dataset: NCI-60 drug combinations with 297,098 pairs across 59 cell lines. Task: Regression. Given two drug SMILES strings and cell line genomic features, predict the synergy score measuring deviation from expected non-interaction effect. (1) Drug 1: C1CC(C1)(C(=O)O)C(=O)O.[NH2-].[NH2-].[Pt+2]. Drug 2: CC1C(C(CC(O1)OC2CC(CC3=C2C(=C4C(=C3O)C(=O)C5=C(C4=O)C(=CC=C5)OC)O)(C(=O)CO)O)N)O.Cl. Cell line: SNB-19. Synergy scores: CSS=32.8, Synergy_ZIP=-6.93, Synergy_Bliss=-6.73, Synergy_Loewe=-5.30, Synergy_HSA=-3.78. (2) Drug 1: CC1C(C(CC(O1)OC2CC(OC(C2O)C)OC3=CC4=CC5=C(C(=O)C(C(C5)C(C(=O)C(C(C)O)O)OC)OC6CC(C(C(O6)C)O)OC7CC(C(C(O7)C)O)OC8CC(C(C(O8)C)O)(C)O)C(=C4C(=C3C)O)O)O)O. Drug 2: C1CNP(=O)(OC1)N(CCCl)CCCl. Cell line: NCIH23. Synergy scores: CSS=28.2, Synergy_ZIP=-0.832, Synergy_Bliss=-4.60, Synergy_Loewe=-67.2, Synergy_HSA=-6.18.